From a dataset of Full USPTO retrosynthesis dataset with 1.9M reactions from patents (1976-2016). Predict the reactants needed to synthesize the given product. (1) Given the product [NH:20]1[C:28]2[C:23](=[CH:24][CH:25]=[CH:26][CH:27]=2)[C:22](/[CH:29]=[C:8]2\[O:9][C:5]3[C:4]([CH2:13][N:14]4[CH2:19][CH2:18][O:17][CH2:16][CH2:15]4)=[C:3]([O:2][CH3:1])[CH:12]=[CH:11][C:6]=3[C:7]\2=[O:10])=[CH:21]1, predict the reactants needed to synthesize it. The reactants are: [CH3:1][O:2][C:3]1[CH:12]=[CH:11][C:6]2[C:7](=[O:10])[CH2:8][O:9][C:5]=2[C:4]=1[CH2:13][N:14]1[CH2:19][CH2:18][O:17][CH2:16][CH2:15]1.[NH:20]1[C:28]2[C:23](=[CH:24][CH:25]=[CH:26][CH:27]=2)[C:22]([CH:29]=O)=[CH:21]1.N1CCCCC1. (2) Given the product [I-:21].[CH:1]([C:14]1[CH:19]=[CH:18][N+:17]([CH3:20])=[CH:16][CH:15]=1)([C:8]1[CH:13]=[CH:12][CH:11]=[CH:10][CH:9]=1)[C:2]1[CH:3]=[CH:4][CH:5]=[CH:6][CH:7]=1, predict the reactants needed to synthesize it. The reactants are: [CH:1]([C:14]1[CH:19]=[CH:18][N:17]=[CH:16][CH:15]=1)([C:8]1[CH:13]=[CH:12][CH:11]=[CH:10][CH:9]=1)[C:2]1[CH:7]=[CH:6][CH:5]=[CH:4][CH:3]=1.[CH3:20][I:21]. (3) Given the product [CH3:3][O:4][C:5]([C:7]1[C:12]([Br:1])=[N:11][CH:10]=[CH:9][N:8]=1)=[O:6], predict the reactants needed to synthesize it. The reactants are: [Br:1]Br.[CH3:3][O:4][C:5]([C:7]1[C:12](N)=[N:11][CH:10]=[CH:9][N:8]=1)=[O:6].Br.N([O-])=O.[Na+].C([O-])(O)=O.[Na+]. (4) Given the product [Cl:1][C:2]1[N:7]=[CH:6][C:5]([CH2:8][NH:9][CH2:11][CH2:12][CH2:13][C:14]#[N:15])=[CH:4][CH:3]=1, predict the reactants needed to synthesize it. The reactants are: [Cl:1][C:2]1[N:7]=[CH:6][C:5]([CH2:8][NH2:9])=[CH:4][CH:3]=1.Br[CH2:11][CH2:12][CH2:13][C:14]#[N:15].C(=O)([O-])[O-].[K+].[K+]. (5) The reactants are: [F:1][C:2]1[CH:7]=[CH:6][C:5]([C:8]2([CH2:21][O:22][CH:23]([C:25]3[CH:26]=[C:27]([C:35]([F:38])([F:37])[F:36])[CH:28]=[C:29]4[C:33]=3[NH:32][C:31](=[O:34])[CH2:30]4)[CH3:24])[CH2:13][CH2:12][N:11](C(OC(C)(C)C)=O)[CH2:10][CH2:9]2)=[CH:4][CH:3]=1.C(O)(C(F)(F)F)=O. Given the product [F:1][C:2]1[CH:7]=[CH:6][C:5]([C:8]2([CH2:21][O:22][CH:23]([C:25]3[CH:26]=[C:27]([C:35]([F:37])([F:36])[F:38])[CH:28]=[C:29]4[C:33]=3[NH:32][C:31](=[O:34])[CH2:30]4)[CH3:24])[CH2:9][CH2:10][NH:11][CH2:12][CH2:13]2)=[CH:4][CH:3]=1, predict the reactants needed to synthesize it. (6) Given the product [CH2:1]([NH:8][C:9]([NH:10][O:11][CH2:12][C:13]([NH:17][C@@H:18]([CH2:42][C:43](=[O:44])[NH:45][C:46]([C:47]1[CH:48]=[CH:49][CH:50]=[CH:51][CH:52]=1)([C:53]1[CH:54]=[CH:55][CH:56]=[CH:57][CH:58]=1)[C:59]1[CH:60]=[CH:61][CH:62]=[CH:63][CH:64]=1)[C:19]([N:21]([C@@H:33]([CH3:41])[CH:34]([O:35][CH2:36][CH3:37])[O:38][CH2:39][CH3:40])[CH2:22][C:23]1[C:32]2[C:27](=[CH:28][CH:29]=[CH:30][CH:31]=2)[CH:26]=[CH:25][CH:24]=1)=[O:20])=[O:15])=[O:16])[C:2]1[CH:3]=[CH:4][CH:5]=[CH:6][CH:7]=1, predict the reactants needed to synthesize it. The reactants are: [CH2:1]([NH:8][C:9](=[O:16])[NH:10][O:11][CH2:12][C:13]([OH:15])=O)[C:2]1[CH:7]=[CH:6][CH:5]=[CH:4][CH:3]=1.[NH2:17][C@@H:18]([CH2:42][C:43]([NH:45][C:46]([C:59]1[CH:64]=[CH:63][CH:62]=[CH:61][CH:60]=1)([C:53]1[CH:58]=[CH:57][CH:56]=[CH:55][CH:54]=1)[C:47]1[CH:52]=[CH:51][CH:50]=[CH:49][CH:48]=1)=[O:44])[C:19]([N:21]([C@@H:33]([CH3:41])[CH:34]([O:38][CH2:39][CH3:40])[O:35][CH2:36][CH3:37])[CH2:22][C:23]1[C:32]2[C:27](=[CH:28][CH:29]=[CH:30][CH:31]=2)[CH:26]=[CH:25][CH:24]=1)=[O:20].